This data is from NCI-60 drug combinations with 297,098 pairs across 59 cell lines. The task is: Regression. Given two drug SMILES strings and cell line genomic features, predict the synergy score measuring deviation from expected non-interaction effect. (1) Drug 1: C1CCC(CC1)NC(=O)N(CCCl)N=O. Drug 2: C(CCl)NC(=O)N(CCCl)N=O. Cell line: SR. Synergy scores: CSS=90.6, Synergy_ZIP=5.17, Synergy_Bliss=6.52, Synergy_Loewe=7.15, Synergy_HSA=9.50. (2) Drug 1: CC12CCC3C(C1CCC2=O)CC(=C)C4=CC(=O)C=CC34C. Drug 2: C1CNP(=O)(OC1)N(CCCl)CCCl. Cell line: ACHN. Synergy scores: CSS=45.3, Synergy_ZIP=4.62, Synergy_Bliss=4.63, Synergy_Loewe=-12.6, Synergy_HSA=2.31. (3) Drug 1: C1=NC2=C(N1)C(=S)N=C(N2)N. Drug 2: C1=CC(=CC=C1C#N)C(C2=CC=C(C=C2)C#N)N3C=NC=N3. Cell line: BT-549. Synergy scores: CSS=17.6, Synergy_ZIP=-6.42, Synergy_Bliss=-1.53, Synergy_Loewe=-12.3, Synergy_HSA=-2.83. (4) Drug 1: CC=C1C(=O)NC(C(=O)OC2CC(=O)NC(C(=O)NC(CSSCCC=C2)C(=O)N1)C(C)C)C(C)C. Drug 2: C1C(C(OC1N2C=NC(=NC2=O)N)CO)O. Cell line: TK-10. Synergy scores: CSS=51.5, Synergy_ZIP=-2.76, Synergy_Bliss=-0.202, Synergy_Loewe=-55.1, Synergy_HSA=-1.06.